From a dataset of Full USPTO retrosynthesis dataset with 1.9M reactions from patents (1976-2016). Predict the reactants needed to synthesize the given product. (1) Given the product [C:4]([O:3][C:1]([NH:8][C@@H:9]([CH2:10][C:11]1[CH:12]=[CH:13][CH:14]=[CH:15][CH:16]=1)[C:17]([N:31]1[CH2:32][CH2:33][CH2:34][C@H:30]1[C:29]([O:28][CH2:21][C:22]1[CH:27]=[CH:26][CH:25]=[CH:24][CH:23]=1)=[O:35])=[O:19])=[O:2])([CH3:5])([CH3:6])[CH3:7], predict the reactants needed to synthesize it. The reactants are: [C:1]([NH:8][C@H:9]([C:17]([OH:19])=O)[CH2:10][C:11]1[CH:16]=[CH:15][CH:14]=[CH:13][CH:12]=1)([O:3][C:4]([CH3:7])([CH3:6])[CH3:5])=[O:2].Cl.[CH2:21]([O:28][C:29](=[O:35])[C@@H:30]1[CH2:34][CH2:33][CH2:32][NH:31]1)[C:22]1[CH:27]=[CH:26][CH:25]=[CH:24][CH:23]=1.C1CN([P+](ON2N=NC3C=CC=CC2=3)(N2CCCC2)N2CCCC2)CC1.F[P-](F)(F)(F)(F)F.CCN(C(C)C)C(C)C. (2) Given the product [C:1]([C:5]1[CH:22]=[CH:21][C:8]([CH2:9][N:10]2[C:14](=[O:15])[N:13]([CH2:16][CH2:17][CH3:18])[C:12]([CH2:19][O:20][C:36]([C:35]3[CH:39]=[CH:40][C:32]([O:31][C:29]([CH3:30])([CH3:41])[C:28]([O-:42])=[O:27])=[CH:33][CH:34]=3)=[O:37])=[N:11]2)=[CH:7][CH:6]=1)([CH3:2])([CH3:3])[CH3:4].[Na+:51], predict the reactants needed to synthesize it. The reactants are: [C:1]([C:5]1[CH:22]=[CH:21][C:8]([CH2:9][N:10]2[C:14](=[O:15])[N:13]([CH2:16][CH2:17][CH3:18])[C:12]([CH2:19][OH:20])=[N:11]2)=[CH:7][CH:6]=1)([CH3:4])([CH3:3])[CH3:2].C([O:27][C:28](=[O:42])[C:29]([CH3:41])([O:31][C:32]1[CH:40]=[CH:39][C:35]([C:36](O)=[O:37])=[CH:34][CH:33]=1)[CH3:30])(C)(C)C.C(Cl)CCl.C([O-])(O)=O.[Na+:51]. (3) Given the product [CH3:14][O:15][C:16]1[CH:21]=[CH:20][CH:19]=[CH:18][C:17]=1[C:2]1[N:9]=[C:8]([C:10]([F:13])([F:12])[F:11])[CH:7]=[CH:6][C:3]=1[C:4]#[N:5], predict the reactants needed to synthesize it. The reactants are: Cl[C:2]1[N:9]=[C:8]([C:10]([F:13])([F:12])[F:11])[CH:7]=[CH:6][C:3]=1[C:4]#[N:5].[CH3:14][O:15][C:16]1[CH:21]=[CH:20][CH:19]=[CH:18][C:17]=1B(O)O. (4) Given the product [N:1]12[CH2:2][CH2:3][C:4]([C:9]3[O:10][C:11]4[C:12](=[C:14]([C:18]([OH:20])=[O:19])[CH:15]=[CH:16][CH:17]=4)[N:13]=3)([CH2:7][CH2:8]1)[CH2:5][CH2:6]2, predict the reactants needed to synthesize it. The reactants are: [N:1]12[CH2:8][CH2:7][C:4]([C:9]3[O:10][C:11]4[C:12](=[C:14]([C:18]([O:20]C)=[O:19])[CH:15]=[CH:16][CH:17]=4)[N:13]=3)([CH2:5][CH2:6]1)[CH2:3][CH2:2]2.O.[OH-].[Li+]. (5) Given the product [F:32][C:33]([F:44])([F:43])[C:34]([N:10]([CH2:11][CH:12]1[CH2:17][CH2:16][N:15]([C:18]([O:20][C:21]([CH3:24])([CH3:23])[CH3:22])=[O:19])[CH2:14][CH2:13]1)[C@@H:8]1[CH2:9][C@H:7]1[C:1]1[CH:6]=[CH:5][CH:4]=[CH:3][CH:2]=1)=[O:35], predict the reactants needed to synthesize it. The reactants are: [C:1]1([C@@H:7]2[CH2:9][C@H:8]2[NH:10][CH2:11][CH:12]2[CH2:17][CH2:16][N:15]([C:18]([O:20][C:21]([CH3:24])([CH3:23])[CH3:22])=[O:19])[CH2:14][CH2:13]2)[CH:6]=[CH:5][CH:4]=[CH:3][CH:2]=1.C(N(CC)CC)C.[F:32][C:33]([F:44])([F:43])[C:34](O[C:34](=[O:35])[C:33]([F:44])([F:43])[F:32])=[O:35].C([O-])([O-])=O.[Na+].[Na+]. (6) Given the product [Br:1][C:2]1[CH:7]=[C:6]([O:8][CH3:9])[C:5]([B:10]([O:11][CH:5]([CH3:6])[CH3:4])[O:12][CH:2]([CH3:7])[CH3:3])=[C:4]([Cl:13])[CH:3]=1, predict the reactants needed to synthesize it. The reactants are: [Br:1][C:2]1[CH:7]=[C:6]([O:8][CH3:9])[C:5]([B:10]([OH:12])[OH:11])=[C:4]([Cl:13])[CH:3]=1. (7) Given the product [S:1]1[C:5]2[CH:6]=[CH:7][C:8]([C:10]([OH:12])=[O:11])=[CH:9][C:4]=2[N:3]=[CH:2]1, predict the reactants needed to synthesize it. The reactants are: [S:1]1[C:5]2[CH:6]=[CH:7][C:8]([C:10]([O:12]C)=[O:11])=[CH:9][C:4]=2[N:3]=[CH:2]1.[OH-].[Na+]. (8) Given the product [Br:5][C:6]1[C:11]([C:12]2[CH2:13][O:14][C:15]3[C:16](=[C:18]([NH2:22])[CH:19]=[CH:20][CH:21]=3)[N:17]=2)=[CH:10][CH:9]=[CH:8][N:7]=1, predict the reactants needed to synthesize it. The reactants are: Cl.O.[Cl-].[NH4+].[Br:5][C:6]1[C:11]([C:12]2(O)[NH:17][C:16]3[C:18]([N+:22]([O-])=O)=[CH:19][CH:20]=[CH:21][C:15]=3[O:14][CH2:13]2)=[CH:10][CH:9]=[CH:8][N:7]=1.